This data is from NCI-60 drug combinations with 297,098 pairs across 59 cell lines. The task is: Regression. Given two drug SMILES strings and cell line genomic features, predict the synergy score measuring deviation from expected non-interaction effect. (1) Drug 1: CC(CN1CC(=O)NC(=O)C1)N2CC(=O)NC(=O)C2. Drug 2: CC1=CC=C(C=C1)C2=CC(=NN2C3=CC=C(C=C3)S(=O)(=O)N)C(F)(F)F. Cell line: NCIH23. Synergy scores: CSS=14.2, Synergy_ZIP=-6.84, Synergy_Bliss=-1.90, Synergy_Loewe=-0.243, Synergy_HSA=0.532. (2) Drug 1: CS(=O)(=O)CCNCC1=CC=C(O1)C2=CC3=C(C=C2)N=CN=C3NC4=CC(=C(C=C4)OCC5=CC(=CC=C5)F)Cl. Drug 2: CN(CCCl)CCCl.Cl. Cell line: KM12. Synergy scores: CSS=23.7, Synergy_ZIP=-11.9, Synergy_Bliss=-3.71, Synergy_Loewe=-4.28, Synergy_HSA=-1.35. (3) Synergy scores: CSS=16.8, Synergy_ZIP=0.765, Synergy_Bliss=1.57, Synergy_Loewe=-9.17, Synergy_HSA=3.89. Cell line: KM12. Drug 2: CC1=C(C=C(C=C1)C(=O)NC2=CC(=CC(=C2)C(F)(F)F)N3C=C(N=C3)C)NC4=NC=CC(=N4)C5=CN=CC=C5. Drug 1: CC1=C(C=C(C=C1)NC2=NC=CC(=N2)N(C)C3=CC4=NN(C(=C4C=C3)C)C)S(=O)(=O)N.Cl.